This data is from Forward reaction prediction with 1.9M reactions from USPTO patents (1976-2016). The task is: Predict the product of the given reaction. (1) Given the reactants [F:1][C:2]1[CH:3]=[CH:4][C:5]([CH2:8][O:9][C:10]2[CH:15]=[CH:14][NH:13][C:12](=[O:16])[CH:11]=2)=[N:6][CH:7]=1.Br[C:18]1[CH:23]=[CH:22][C:21]2[C:24]3[CH2:30][CH2:29][N:28]([C:31]([O:33][C:34]([CH3:37])([CH3:36])[CH3:35])=[O:32])[CH2:27][CH2:26][C:25]=3[O:38][C:20]=2[CH:19]=1.C([O-])([O-])=O.[Cs+].[Cs+].CN[C@@H]1CCCC[C@H]1NC, predict the reaction product. The product is: [F:1][C:2]1[CH:3]=[CH:4][C:5]([CH2:8][O:9][C:10]2[CH:15]=[CH:14][N:13]([C:18]3[CH:23]=[CH:22][C:21]4[C:24]5[CH2:30][CH2:29][N:28]([C:31]([O:33][C:34]([CH3:36])([CH3:35])[CH3:37])=[O:32])[CH2:27][CH2:26][C:25]=5[O:38][C:20]=4[CH:19]=3)[C:12](=[O:16])[CH:11]=2)=[N:6][CH:7]=1. (2) Given the reactants [Cl:1][C:2]1[CH:7]=[CH:6][C:5]([C:8]2[NH:9][CH:10]=[CH:11][N:12]=2)=[CH:4][CH:3]=1.[H-].[Na+].[C:15]1([S:21](Cl)(=[O:23])=[O:22])[CH:20]=[CH:19][CH:18]=[CH:17][CH:16]=1, predict the reaction product. The product is: [Cl:1][C:2]1[CH:3]=[CH:4][C:5]([C:8]2[N:12]([S:21]([C:15]3[CH:20]=[CH:19][CH:18]=[CH:17][CH:16]=3)(=[O:23])=[O:22])[CH:11]=[CH:10][N:9]=2)=[CH:6][CH:7]=1. (3) Given the reactants [F:1][C:2]1[CH:7]=[CH:6][CH:5]=[CH:4][C:3]=1[C:8]1[CH:13]=[CH:12][C:11]([NH2:14])=[C:10]([N+:15]([O-:17])=[O:16])[CH:9]=1.[H-].[Na+].[C:20]([C:24]1[C:25]([Cl:33])=[C:26]([C:30](O)=[O:31])[N:27]([CH3:29])[N:28]=1)([CH3:23])([CH3:22])[CH3:21].C(Cl)(=O)C(Cl)=O, predict the reaction product. The product is: [F:1][C:2]1[CH:7]=[CH:6][CH:5]=[CH:4][C:3]=1[C:8]1[CH:13]=[CH:12][C:11]([NH:14][C:30]([C:26]2[N:27]([CH3:29])[N:28]=[C:24]([C:20]([CH3:22])([CH3:21])[CH3:23])[C:25]=2[Cl:33])=[O:31])=[C:10]([N+:15]([O-:17])=[O:16])[CH:9]=1.